Task: Predict the reaction yield, written as a fraction of the theoretical maximum amount of product (1.0 means a 100% yield; for example, 0.34 means a 34% yield).. Dataset: Reaction yield outcomes from USPTO patents with 853,638 reactions The reactants are [CH2:1]([N:5]1[C:14](=[O:15])[C:13]([C:16]#[N:17])=[C:12]2[C:7]([C:8](=O)[CH2:9][CH2:10][CH2:11]2)=[CH:6]1)[CH2:2][CH2:3][CH3:4].[Na]. The catalyst is C1COCC1. The product is [CH2:1]([N:5]1[C:14](=[O:15])[C:13]([C:16]#[N:17])=[C:12]2[C:7]([CH2:8][CH2:9][CH2:10][CH2:11]2)=[CH:6]1)[CH2:2][CH2:3][CH3:4]. The yield is 0.740.